Dataset: Full USPTO retrosynthesis dataset with 1.9M reactions from patents (1976-2016). Task: Predict the reactants needed to synthesize the given product. (1) The reactants are: [Cl:1][C:2]1[C:3]([O:9][C:10]2[CH:15]=[C:14]([O:16][CH:17]([CH3:19])[CH3:18])[CH:13]=[CH:12][C:11]=2[CH2:20][CH2:21][CH2:22][OH:23])=[N:4][CH:5]=[C:6]([Cl:8])[CH:7]=1.O[C:25]1[CH:29]=[C:28]([CH2:30][CH2:31][C:32]([O:34]CC)=[O:33])[N:27]([CH3:37])[N:26]=1.C(P(CCCC)CCCC)CCC.N(C(N1CCCCC1)=O)=NC(N1CCCCC1)=O.O1CCCC1CO.[OH-].[Na+].Cl. Given the product [Cl:1][C:2]1[C:3]([O:9][C:10]2[CH:15]=[C:14]([O:16][CH:17]([CH3:18])[CH3:19])[CH:13]=[CH:12][C:11]=2[CH2:20][CH2:21][CH2:22][O:23][C:25]2[CH:29]=[C:28]([CH2:30][CH2:31][C:32]([OH:34])=[O:33])[N:27]([CH3:37])[N:26]=2)=[N:4][CH:5]=[C:6]([Cl:8])[CH:7]=1, predict the reactants needed to synthesize it. (2) The reactants are: [CH:1]1[C:14]2[C:15]3=[C:16]4[C:11](=[CH:12][CH:13]=2)[CH:10]=[CH:9][CH:8]=[C:7]4[CH:6]=[CH:5][C:4]3=[CH:3][CH:2]=1.C1C(=O)N([Br:24])C(=O)C1. Given the product [Br:24][C:8]1[C:7]2[C:16]3=[C:15]4[C:4](=[CH:5][CH:6]=2)[CH:3]=[CH:2][CH:1]=[C:14]4[CH:13]=[CH:12][C:11]3=[CH:10][CH:9]=1, predict the reactants needed to synthesize it.